Dataset: Reaction yield outcomes from USPTO patents with 853,638 reactions. Task: Predict the reaction yield, written as a fraction of the theoretical maximum amount of product (1.0 means a 100% yield; for example, 0.34 means a 34% yield). (1) The reactants are [C:1](Cl)(=O)C.[CH:5]1([C:8]2[CH:13]=[CH:12][C:11]([C:14]3[CH:18]=[C:17]([CH2:19][C:20]([OH:22])=[O:21])[O:16][N:15]=3)=[C:10]([C:23]([F:26])([F:25])[F:24])[CH:9]=2)[CH2:7][CH2:6]1. The catalyst is CO. The product is [CH:5]1([C:8]2[CH:13]=[CH:12][C:11]([C:14]3[CH:18]=[C:17]([CH2:19][C:20]([O:22][CH3:1])=[O:21])[O:16][N:15]=3)=[C:10]([C:23]([F:26])([F:25])[F:24])[CH:9]=2)[CH2:7][CH2:6]1. The yield is 0.990. (2) The reactants are C(O[C:5]1[C:14]2[C:9](=[CH:10][C:11]([O:15]C(=O)C)=[CH:12][CH:13]=2)[N:8]=[CH:7][N:6]=1)(=O)C.S(Cl)([Cl:21])=O. The catalyst is CN(C)C=O. The product is [Cl:21][C:5]1[C:14]2[C:9](=[CH:10][C:11]([OH:15])=[CH:12][CH:13]=2)[N:8]=[CH:7][N:6]=1. The yield is 0.740. (3) The reactants are COC[O:4][C:5]1[C:14]2[C:9](=[CH:10][CH:11]=[CH:12][CH:13]=2)[CH:8]=[C:7]([C:15]([F:18])([F:17])[F:16])[C:6]=1[C:19]1[CH:24]=[CH:23][C:22]([O:25][CH2:26][C:27]2[CH:32]=[CH:31][CH:30]=[CH:29][CH:28]=2)=[CH:21][CH:20]=1.Cl. The catalyst is O1CCOCC1. The product is [C:27]1([CH2:26][O:25][C:22]2[CH:23]=[CH:24][C:19]([C:6]3[C:7]([C:15]([F:17])([F:18])[F:16])=[CH:8][C:9]4[C:14](=[CH:13][CH:12]=[CH:11][CH:10]=4)[C:5]=3[OH:4])=[CH:20][CH:21]=2)[CH:32]=[CH:31][CH:30]=[CH:29][CH:28]=1. The yield is 0.990. (4) The reactants are [Si:1]([O:18][CH2:19][C:20]1[C:21]([N:33]2[CH2:38][C@H:37]([CH3:39])[O:36][C@H:35]([CH3:40])[CH2:34]2)=[C:22]([F:32])[C:23]([F:31])=[C:24]([C:26](=[O:30])[C:27]([OH:29])=O)[CH:25]=1)([C:14]([CH3:17])([CH3:16])[CH3:15])([C:8]1[CH:13]=[CH:12][CH:11]=[CH:10][CH:9]=1)[C:2]1[CH:7]=[CH:6][CH:5]=[CH:4][CH:3]=1.CN(C(ON1N=NC2C=CC=NC1=2)=[N+](C)C)C.F[P-](F)(F)(F)(F)F.[NH:65]1[CH2:70][CH2:69][O:68][CH2:67][CH2:66]1.C(N(CC)CC)C. The catalyst is CN(C=O)C.O. The product is [Si:1]([O:18][CH2:19][C:20]1[C:21]([N:33]2[CH2:34][C@H:35]([CH3:40])[O:36][C@H:37]([CH3:39])[CH2:38]2)=[C:22]([F:32])[C:23]([F:31])=[C:24]([C:26](=[O:30])[C:27]([N:65]2[CH2:70][CH2:69][O:68][CH2:67][CH2:66]2)=[O:29])[CH:25]=1)([C:14]([CH3:15])([CH3:17])[CH3:16])([C:2]1[CH:3]=[CH:4][CH:5]=[CH:6][CH:7]=1)[C:8]1[CH:13]=[CH:12][CH:11]=[CH:10][CH:9]=1. The yield is 0.770. (5) The reactants are [F:1][C:2]([F:7])([F:6])[CH:3]([OH:5])[CH3:4].[Br:8][C:9]1[CH:18]=[CH:17][CH:16]=[C:15]2[C:10]=1[N:11]=[C:12](Cl)[C:13]([CH3:19])=[N:14]2.[H-].[Na+]. The catalyst is C1COCC1.CN(C=O)C. The product is [Br:8][C:9]1[CH:18]=[CH:17][CH:16]=[C:15]2[C:10]=1[N:11]=[C:12]([O:5][CH:3]([CH3:4])[C:2]([F:7])([F:6])[F:1])[C:13]([CH3:19])=[N:14]2. The yield is 0.880.